This data is from Catalyst prediction with 721,799 reactions and 888 catalyst types from USPTO. The task is: Predict which catalyst facilitates the given reaction. (1) Reactant: [C:1]1([S:7]([C:10]2[CH:11]=[C:12]3[C:16](=[CH:17][CH:18]=2)[NH:15][N:14]=[C:13]3[NH:19][C:20](=[O:37])[C:21]2[CH:26]=[CH:25][C:24]([N:27]3[CH2:32][CH2:31][N:30]([CH3:33])[CH2:29][CH2:28]3)=[CH:23][C:22]=2[N+:34]([O-])=O)(=[O:9])=[O:8])[CH:6]=[CH:5][CH:4]=[CH:3][CH:2]=1.C(O)C.O.C1CCCCC=1. Product: [NH2:34][C:22]1[CH:23]=[C:24]([N:27]2[CH2:28][CH2:29][N:30]([CH3:33])[CH2:31][CH2:32]2)[CH:25]=[CH:26][C:21]=1[C:20]([NH:19][C:13]1[C:12]2[C:16](=[CH:17][CH:18]=[C:10]([S:7]([C:1]3[CH:2]=[CH:3][CH:4]=[CH:5][CH:6]=3)(=[O:9])=[O:8])[CH:11]=2)[NH:15][N:14]=1)=[O:37]. The catalyst class is: 312. (2) Reactant: [CH2:1]([C:5]1[CH:6]=[C:7]([OH:12])[CH:8]=[C:9]([OH:11])[CH:10]=1)[CH2:2][CH2:3][CH3:4].CC([O-])(C)C.[K+].Br[CH2:20][C:21]1[C:29]2[C:24](=[CH:25][CH:26]=[CH:27][CH:28]=2)[N:23]([C:30]([O:32][C:33]([CH3:36])([CH3:35])[CH3:34])=[O:31])[CH:22]=1. Product: [CH2:1]([C:5]1[CH:6]=[C:7]([CH:8]=[C:9]([OH:11])[CH:10]=1)[O:12][CH2:20][C:21]1[C:29]2[C:24](=[CH:25][CH:26]=[CH:27][CH:28]=2)[N:23]([C:30]([O:32][C:33]([CH3:36])([CH3:35])[CH3:34])=[O:31])[CH:22]=1)[CH2:2][CH2:3][CH3:4]. The catalyst class is: 204. (3) Reactant: [O:1]=[C:2]([CH2:8][CH2:9][CH2:10][CH2:11][CH2:12][CH2:13][CH2:14][CH2:15][CH2:16][CH2:17][CH2:18][CH2:19][CH2:20][CH2:21][CH2:22][CH2:23][CH3:24])[CH2:3][C:4](OC)=[O:5].[BH4-].[Li+]. Product: [CH2:4]([OH:5])[CH2:3][CH:2]([OH:1])[CH2:8][CH2:9][CH2:10][CH2:11][CH2:12][CH2:13][CH2:14][CH2:15][CH2:16][CH2:17][CH2:18][CH2:19][CH2:20][CH2:21][CH2:22][CH2:23][CH3:24]. The catalyst class is: 7.